This data is from Full USPTO retrosynthesis dataset with 1.9M reactions from patents (1976-2016). The task is: Predict the reactants needed to synthesize the given product. (1) Given the product [C:14]([NH:13][C:12]1[CH:11]=[CH:10][C:9]([C:17]2[CH:22]=[CH:21][CH:20]=[C:19]([C:23]3[C:32]4[C:27](=[CH:28][C:29]([O:38][CH3:39])=[C:30]5[O:35][C:34]([CH3:37])([CH3:36])[CH2:33][C:31]5=4)[CH2:26][C:25]([CH3:41])([CH3:40])[N:24]=3)[CH:18]=2)=[CH:8][C:7]=1[C:5]([OH:6])=[O:4])(=[O:16])[CH3:15], predict the reactants needed to synthesize it. The reactants are: [OH-].[Na+].C[O:4][C:5]([C:7]1[CH:8]=[C:9]([C:17]2[CH:22]=[CH:21][CH:20]=[C:19]([C:23]3[C:32]4[C:27](=[CH:28][C:29]([O:38][CH3:39])=[C:30]5[O:35][C:34]([CH3:37])([CH3:36])[CH2:33][C:31]5=4)[CH2:26][C:25]([CH3:41])([CH3:40])[N:24]=3)[CH:18]=2)[CH:10]=[CH:11][C:12]=1[NH:13][C:14](=[O:16])[CH3:15])=[O:6].Cl. (2) Given the product [F:1][C:2]1[C:3]2[N:4]([C:14]([CH2:17][O:18][C:19]3[C:28]4[C:23](=[CH:24][C:25]([O:29][CH2:52][CH2:51][O:50][CH3:49])=[CH:26][CH:27]=4)[N:22]=[CH:21][CH:20]=3)=[N:15][N:16]=2)[CH:5]=[C:6]([C:8]2[O:12][N:11]=[C:10]([CH3:13])[CH:9]=2)[CH:7]=1, predict the reactants needed to synthesize it. The reactants are: [F:1][C:2]1[C:3]2[N:4]([C:14]([CH2:17][O:18][C:19]3[C:28]4[C:23](=[CH:24][C:25]([OH:29])=[CH:26][CH:27]=4)[N:22]=[CH:21][CH:20]=3)=[N:15][N:16]=2)[CH:5]=[C:6]([C:8]2[O:12][N:11]=[C:10]([CH3:13])[CH:9]=2)[CH:7]=1.C1C=CC(P(C2C=CC=CC=2)C2C=CC=CC=2)=CC=1.[CH3:49][O:50][CH2:51][CH2:52]O.C(Cl)Cl.CCOC(/N=N/C(OCC)=O)=O. (3) Given the product [Si:1]([O:8][CH2:9][CH2:10][CH2:11][CH2:12][CH2:13][CH2:14][C:15]#[C:16][C:28]1([OH:43])[C:27]2[C:32](=[CH:33][C:24]([O:23][CH3:22])=[CH:25][CH:26]=2)[S:31][CH2:30][C:29]1([C:35]1[CH:36]=[CH:37][C:38]([O:41][CH3:42])=[CH:39][CH:40]=1)[CH3:34])([C:4]([CH3:5])([CH3:6])[CH3:7])([CH3:3])[CH3:2], predict the reactants needed to synthesize it. The reactants are: [Si:1]([O:8][CH2:9][CH2:10][CH2:11][CH2:12][CH2:13][CH2:14][C:15]#[CH:16])([C:4]([CH3:7])([CH3:6])[CH3:5])([CH3:3])[CH3:2].C([Li])CCC.[CH3:22][O:23][C:24]1[CH:33]=[C:32]2[C:27]([C:28](=[O:43])[C:29]([C:35]3[CH:40]=[CH:39][C:38]([O:41][CH3:42])=[CH:37][CH:36]=3)([CH3:34])[CH2:30][S:31]2)=[CH:26][CH:25]=1.O. (4) Given the product [CH2:1]([O:4][C:5]1[CH:6]=[CH:7][C:8]([CH2:11][C:12]([CH3:15])([CH3:14])[CH3:13])=[CH:9][CH:10]=1)[CH:2]=[CH2:3], predict the reactants needed to synthesize it. The reactants are: [CH2:1]([O:4][C:5]1[CH:10]=[CH:9][C:8]([CH:11](O)[C:12]([CH3:15])([CH3:14])[CH3:13])=[CH:7][CH:6]=1)[CH:2]=[CH2:3].C[SiH](C)C.FC(F)(F)C(O)=O. (5) Given the product [Br:31][C:12]1[CH:13]=[CH:14][C:9]([N:8]([CH2:16][C:17]([O:19][C:20]([CH3:23])([CH3:22])[CH3:21])=[O:18])[C:6]([O:5][C:1]([CH3:4])([CH3:3])[CH3:2])=[O:7])=[N:10][C:11]=1[CH3:15], predict the reactants needed to synthesize it. The reactants are: [C:1]([O:5][C:6]([N:8]([CH2:16][C:17]([O:19][C:20]([CH3:23])([CH3:22])[CH3:21])=[O:18])[C:9]1[CH:14]=[CH:13][CH:12]=[C:11]([CH3:15])[N:10]=1)=[O:7])([CH3:4])([CH3:3])[CH3:2].C1C(=O)N([Br:31])C(=O)C1. (6) Given the product [C:40]([N:36]1[CH2:35][CH2:34][CH2:39][CH:38]([C:9]2[CH:8]=[CH:7][C:3]([C:4]([NH2:6])=[O:5])=[C:2]([O:25][C:22]3[CH:21]=[CH:20][C:19]([O:12][C:13]4[CH:18]=[CH:17][CH:16]=[CH:15][CH:14]=4)=[CH:24][CH:23]=3)[N:10]=2)[CH2:37]1)(=[O:42])[CH:48]=[CH2:51], predict the reactants needed to synthesize it. The reactants are: Cl[C:2]1[N:10]=[C:9](Cl)[CH:8]=[CH:7][C:3]=1[C:4]([NH2:6])=[O:5].[O:12]([C:19]1[CH:24]=[CH:23][C:22]([OH:25])=[CH:21][CH:20]=1)[C:13]1[CH:18]=[CH:17][CH:16]=[CH:15][CH:14]=1.CC1(C)C(C)(C)OB([C:34]2[CH2:35][N:36]([C:40]([O:42]C(C)(C)C)=O)[CH2:37][CH2:38][CH:39]=2)O1.[C:48]([C:51]1C=CC(C2CCN(C(OC(C)(C)C)=O)CC=2)=NC=1NC1C=CC(CCN2CCCC2)=CC=1)(=O)N. (7) Given the product [CH3:30][C:31]1[C:39]([CH3:40])=[CH:38][C:34]2[N:35]([CH2:2][CH:3]3[C:12]4[C:7](=[CH:8][C:9]([O:15][CH3:16])=[C:10]([O:13][CH3:14])[CH:11]=4)[CH2:6][CH2:5][N:4]3[CH2:17][C:18]([NH:20][CH:21]3[C:29]4[C:24](=[CH:25][CH:26]=[CH:27][CH:28]=4)[CH2:23][CH2:22]3)=[O:19])[CH:36]=[N:37][C:33]=2[CH:32]=1, predict the reactants needed to synthesize it. The reactants are: O[CH2:2][CH:3]1[C:12]2[C:7](=[CH:8][C:9]([O:15][CH3:16])=[C:10]([O:13][CH3:14])[CH:11]=2)[CH2:6][CH2:5][N:4]1[CH2:17][C:18]([NH:20][CH:21]1[C:29]2[C:24](=[CH:25][CH:26]=[CH:27][CH:28]=2)[CH2:23][CH2:22]1)=[O:19].[CH3:30][C:31]1[C:39]([CH3:40])=[CH:38][C:34]2[N:35]=[CH:36][NH:37][C:33]=2[CH:32]=1. (8) Given the product [CH3:1][O:2][C:3]1[CH:8]=[CH:7][C:6]([CH2:9][NH:10][C:14](=[O:15])[C:13]2[C:17]([CH3:21])=[CH:18][CH:19]=[CH:20][C:12]=2[Cl:11])=[CH:5][CH:4]=1, predict the reactants needed to synthesize it. The reactants are: [CH3:1][O:2][C:3]1[CH:8]=[CH:7][C:6]([CH2:9][NH2:10])=[CH:5][CH:4]=1.[Cl:11][C:12]1[CH:20]=[CH:19][CH:18]=[C:17]([CH3:21])[C:13]=1[C:14](Cl)=[O:15].O. (9) Given the product [Cl:1][C:2]1[CH:23]=[C:22]([Cl:24])[CH:21]=[CH:20][C:3]=1[CH:4]([OH:5])[C:6]1[C:7]2[CH:15]=[C:14]([C:16]([O:18][CH3:19])=[O:17])[CH:13]=[CH:12][C:8]=2[O:9][C:10]=1[CH3:11], predict the reactants needed to synthesize it. The reactants are: [Cl:1][C:2]1[CH:23]=[C:22]([Cl:24])[CH:21]=[CH:20][C:3]=1[C:4]([C:6]1[C:7]2[CH:15]=[C:14]([C:16]([O:18][CH3:19])=[O:17])[CH:13]=[CH:12][C:8]=2[O:9][C:10]=1[CH3:11])=[O:5].